This data is from Forward reaction prediction with 1.9M reactions from USPTO patents (1976-2016). The task is: Predict the product of the given reaction. (1) Given the reactants [Cl:1][C:2]1[S:3][C:4]([CH:8]=[O:9])=[C:5]([Cl:7])[N:6]=1.[BH4-].[Na+].O, predict the reaction product. The product is: [Cl:1][C:2]1[S:3][C:4]([CH2:8][OH:9])=[C:5]([Cl:7])[N:6]=1. (2) The product is: [CH3:42][O:3][CH2:4][C:5]1[N:6]=[N:7][N:8]([CH3:40])[C:9]=1[C:10]1[CH:22]=[N:21][C:20]2[C:19]3[CH:18]=[CH:17][C:16]([C:23]([O:25][CH3:26])=[O:24])=[CH:15][C:14]=3[N:13]([C@H:27]([C:34]3[CH:39]=[CH:38][CH:37]=[CH:36][CH:35]=3)[CH:28]3[CH2:29][CH2:30][O:31][CH2:32][CH2:33]3)[C:12]=2[CH:11]=1. Given the reactants [H-].[Na+].[OH:3][CH2:4][C:5]1[N:6]=[N:7][N:8]([CH3:40])[C:9]=1[C:10]1[CH:22]=[N:21][C:20]2[C:19]3[CH:18]=[CH:17][C:16]([C:23]([O:25][CH3:26])=[O:24])=[CH:15][C:14]=3[N:13]([C@H:27]([C:34]3[CH:39]=[CH:38][CH:37]=[CH:36][CH:35]=3)[CH:28]3[CH2:33][CH2:32][O:31][CH2:30][CH2:29]3)[C:12]=2[CH:11]=1.I[CH3:42], predict the reaction product. (3) Given the reactants [Cl:1][C:2]1[CH:7]=[CH:6][C:5]([C:8]#[CH:9])=[CH:4][C:3]=1[NH:10][NH:11][C:12]([O:14][CH3:15])=[O:13].Br[C:17]1[C:22]([F:23])=[CH:21][C:20]([F:24])=[CH:19][C:18]=1[F:25], predict the reaction product. The product is: [Cl:1][C:2]1[CH:7]=[CH:6][C:5]([C:8]#[C:9][C:21]2[C:22]([F:23])=[CH:17][C:18]([F:25])=[CH:19][C:20]=2[F:24])=[CH:4][C:3]=1[NH:10][NH:11][C:12]([O:14][CH3:15])=[O:13]. (4) Given the reactants [Cl:1][C:2]([CH2:9][CH2:10][CH2:11][O:12][C:13]1[CH:18]=[CH:17][C:16]([F:19])=[CH:15][CH:14]=1)(C(O)=O)[C:3]([OH:5])=[O:4].O.C(OCC)(=O)C, predict the reaction product. The product is: [Cl:1][CH:2]([CH2:9][CH2:10][CH2:11][O:12][C:13]1[CH:14]=[CH:15][C:16]([F:19])=[CH:17][CH:18]=1)[C:3]([OH:5])=[O:4].